Dataset: Reaction yield outcomes from USPTO patents with 853,638 reactions. Task: Predict the reaction yield, written as a fraction of the theoretical maximum amount of product (1.0 means a 100% yield; for example, 0.34 means a 34% yield). (1) The reactants are Cl[C:2]1[N:10]=[CH:9][N:8]=[C:7]2[C:3]=1[N:4]=[CH:5][N:6]2[C@@H:11]1[O:21][C@H:20]2[C@@H:13]([O:14][Si:15]([CH:31]([CH3:33])[CH3:32])([CH:28]([CH3:30])[CH3:29])[O:16][Si:17]([CH:25]([CH3:27])[CH3:26])([CH:22]([CH3:24])[CH3:23])[O:18][CH2:19]2)[C@@H:12]1[O:34][CH3:35].C(N(C(C)C)CC)(C)C.[NH2:45][C@@H:46]1[C:54]2[C:49](=[CH:50][CH:51]=[CH:52][CH:53]=2)[CH2:48][CH2:47]1. The catalyst is C(O)C. The yield is 0.910. The product is [C@@H:46]1([NH:45][C:2]2[N:10]=[CH:9][N:8]=[C:7]3[C:3]=2[N:4]=[CH:5][N:6]3[C@@H:11]2[O:21][C@H:20]3[C@@H:13]([O:14][Si:15]([CH:31]([CH3:33])[CH3:32])([CH:28]([CH3:30])[CH3:29])[O:16][Si:17]([CH:25]([CH3:27])[CH3:26])([CH:22]([CH3:24])[CH3:23])[O:18][CH2:19]3)[C@@H:12]2[O:34][CH3:35])[C:54]2[C:49](=[CH:50][CH:51]=[CH:52][CH:53]=2)[CH2:48][CH2:47]1. (2) The reactants are C1C=C[NH+]=CC=1.[O-][Cr](Cl)(=O)=O.[Br:12][C:13]1[C:14]([CH:21]([C:23]2[CH:28]=[CH:27][CH:26]=[CH:25][CH:24]=2)[OH:22])=[CH:15][C:16]([O:19][CH3:20])=[N:17][CH:18]=1. The catalyst is C(Cl)Cl. The product is [Br:12][C:13]1[C:14]([C:21]([C:23]2[CH:28]=[CH:27][CH:26]=[CH:25][CH:24]=2)=[O:22])=[CH:15][C:16]([O:19][CH3:20])=[N:17][CH:18]=1. The yield is 0.990. (3) The reactants are [H-].[Na+].[CH3:3][C:4]1[CH:9]=[C:8]([C:10]([CH3:12])=[O:11])[CH:7]=[CH:6][CH:5]=1.C[C:14]([OH:16])=[O:15].[C:17]1(C)C=CC=C[CH:18]=1. No catalyst specified. The product is [CH3:3][C:4]1[CH:9]=[C:8]([CH:7]=[CH:6][CH:5]=1)[C:10]([CH2:12][C:14]([O:16][CH2:17][CH3:18])=[O:15])=[O:11]. The yield is 0.469. (4) The reactants are [H-].[Na+].[CH2:3]([SH:10])[C:4]1[CH:9]=[CH:8][CH:7]=[CH:6][CH:5]=1.Cl[C:12]1[N:17]=[C:16]([C:18]([NH:20][CH2:21][CH:22]2[CH2:27][CH2:26][O:25][CH2:24][CH2:23]2)=[O:19])[C:15]([NH:28][C:29]([C:31]2[C:40]3[C:35](=[CH:36][CH:37]=[CH:38][CH:39]=3)[C:34]([CH2:41][O:42][CH3:43])=[CH:33][CH:32]=2)=[O:30])=[CH:14][CH:13]=1.O. The catalyst is CN(C=O)C.C(Cl)Cl. The product is [CH2:3]([S:10][C:12]1[N:17]=[C:16]([C:18]([NH:20][CH2:21][CH:22]2[CH2:27][CH2:26][O:25][CH2:24][CH2:23]2)=[O:19])[C:15]([NH:28][C:29]([C:31]2[C:40]3[C:35](=[CH:36][CH:37]=[CH:38][CH:39]=3)[C:34]([CH2:41][O:42][CH3:43])=[CH:33][CH:32]=2)=[O:30])=[CH:14][CH:13]=1)[C:4]1[CH:9]=[CH:8][CH:7]=[CH:6][CH:5]=1. The yield is 0.610.